This data is from Peptide-MHC class II binding affinity with 134,281 pairs from IEDB. The task is: Regression. Given a peptide amino acid sequence and an MHC pseudo amino acid sequence, predict their binding affinity value. This is MHC class II binding data. (1) The peptide sequence is VFLGSAHGIPKVPPG. The MHC is DRB1_1501 with pseudo-sequence DRB1_1501. The binding affinity (normalized) is 0.0984. (2) The peptide sequence is QFKPEEITGIMKDLD. The MHC is HLA-DPA10103-DPB10401 with pseudo-sequence HLA-DPA10103-DPB10401. The binding affinity (normalized) is 0.108. (3) The peptide sequence is AFKVAATATNAAPAN. The MHC is HLA-DPA10103-DPB10301 with pseudo-sequence HLA-DPA10103-DPB10301. The binding affinity (normalized) is 0.644. (4) The peptide sequence is LTKLAAAWGGSGSEA. The MHC is HLA-DPA10201-DPB10101 with pseudo-sequence HLA-DPA10201-DPB10101. The binding affinity (normalized) is 0.107.